From a dataset of NCI-60 drug combinations with 297,098 pairs across 59 cell lines. Regression. Given two drug SMILES strings and cell line genomic features, predict the synergy score measuring deviation from expected non-interaction effect. Drug 1: CC1C(C(CC(O1)OC2CC(CC3=C2C(=C4C(=C3O)C(=O)C5=C(C4=O)C(=CC=C5)OC)O)(C(=O)C)O)N)O.Cl. Drug 2: CCCCCOC(=O)NC1=NC(=O)N(C=C1F)C2C(C(C(O2)C)O)O. Cell line: NCI/ADR-RES. Synergy scores: CSS=-3.01, Synergy_ZIP=0.604, Synergy_Bliss=-0.470, Synergy_Loewe=-2.41, Synergy_HSA=-2.11.